This data is from Full USPTO retrosynthesis dataset with 1.9M reactions from patents (1976-2016). The task is: Predict the reactants needed to synthesize the given product. (1) The reactants are: [N:1]1[CH:6]=[CH:5][CH:4]=[C:3]([CH:7]=O)[CH:2]=1.[N+:9]([C:12]1[CH:17]=[CH:16][C:15]([NH:18][NH2:19])=[CH:14][CH:13]=1)([O-:11])=[O:10]. Given the product [N+:9]([C:12]1[CH:13]=[CH:14][C:15]([NH:18][N:19]=[CH:7][C:3]2[CH:4]=[CH:5][CH:6]=[N:1][CH:2]=2)=[CH:16][CH:17]=1)([O-:11])=[O:10], predict the reactants needed to synthesize it. (2) Given the product [NH2:10][C:11]1[CH:12]=[C:13]([C:36]([C:38]2[CH:39]=[N:40][CH:41]=[CH:42][CH:43]=2)=[O:37])[CH:14]=[C:15]([C:17]2[CH:25]=[CH:24][CH:23]=[C:22]3[C:18]=2[CH:19]=[CH:20][NH:21]3)[CH:16]=1, predict the reactants needed to synthesize it. The reactants are: C(OC(=O)[NH:10][C:11]1[CH:16]=[C:15]([C:17]2[CH:25]=[CH:24][CH:23]=[C:22]3[C:18]=2[CH:19]=[CH:20][N:21]3[Si](C(C)C)(C(C)C)C(C)C)[CH:14]=[C:13]([C:36]([C:38]2[CH:39]=[N:40][CH:41]=[CH:42][CH:43]=2)=[O:37])[CH:12]=1)C1C=CC=CC=1. (3) Given the product [CH:1]1([C:4]2[N:8]([C:9]([O:11][C:12]([CH3:15])([CH3:14])[CH3:13])=[O:10])[C:7]3[CH:16]=[C:17]([C:21]4[C:22]([CH3:27])=[N:23][O:24][C:25]=4[CH3:26])[CH:18]=[C:19]([C:36]([C:38]4[N:43]=[CH:42][CH:41]=[CH:40][N:39]=4)=[O:37])[C:6]=3[N:5]=2)[CH2:3][CH2:2]1, predict the reactants needed to synthesize it. The reactants are: [CH:1]1([C:4]2[N:8]([C:9]([O:11][C:12]([CH3:15])([CH3:14])[CH3:13])=[O:10])[C:7]3[CH:16]=[C:17]([C:21]4[C:22]([CH3:27])=[N:23][O:24][C:25]=4[CH3:26])[CH:18]=[C:19](I)[C:6]=3[N:5]=2)[CH2:3][CH2:2]1.C([Li])CCC.CON(C)[C:36]([C:38]1[N:43]=[CH:42][CH:41]=[CH:40][N:39]=1)=[O:37].[Cl-].[NH4+]. (4) Given the product [O:17]([C:24]1[CH:25]=[C:26]([CH:39]=[CH:40][CH:41]=1)[CH2:12][S:11][C:7]1[CH:6]=[C:5]2[C:10](=[CH:9][CH:8]=1)[N:1]=[CH:2][CH:3]=[CH:4]2)[C:18]1[CH:23]=[CH:22][CH:21]=[CH:20][CH:19]=1, predict the reactants needed to synthesize it. The reactants are: [N:1]1[C:10]2[C:5](=[CH:6][C:7]([S:11][C:12](=S)OCC)=[CH:8][CH:9]=2)[CH:4]=[CH:3][CH:2]=1.[O:17]([C:24]1[CH:25]=[C:26]([CH:39]=[CH:40][CH:41]=1)COS(C1C=CC(C)=CC=1)(=O)=O)[C:18]1[CH:23]=[CH:22][CH:21]=[CH:20][CH:19]=1.CO.CC(C)([O-])C.[K+]. (5) Given the product [CH3:38][N:39]([CH3:40])[C:2]1[N:7]=[C:6]2[O:8][C:9]3[N:26]=[C:25]([C:27]4[CH:37]=[CH:36][C:30]([C:31]([N:33]([CH3:35])[CH3:34])=[O:32])=[CH:29][CH:28]=4)[CH:24]=[CH:23][C:10]=3[CH:11]([C:12]([CH3:22])([CH3:21])[C:13](=[O:20])[NH:14][C:15]3[S:16][CH:17]=[N:18][N:19]=3)[C:5]2=[CH:4][CH:3]=1, predict the reactants needed to synthesize it. The reactants are: Cl[C:2]1[N:7]=[C:6]2[O:8][C:9]3[N:26]=[C:25]([C:27]4[CH:37]=[CH:36][C:30]([C:31]([N:33]([CH3:35])[CH3:34])=[O:32])=[CH:29][CH:28]=4)[CH:24]=[CH:23][C:10]=3[CH:11]([C:12]([CH3:22])([CH3:21])[C:13](=[O:20])[NH:14][C:15]3[S:16][CH:17]=[N:18][N:19]=3)[C:5]2=[CH:4][CH:3]=1.[CH3:38][NH:39][CH3:40]. (6) Given the product [Cl:1][C:2]1[C:3]([NH:24][C:25]2[CH:30]=[CH:29][CH:28]=[C:27]([Cl:31])[CH:26]=2)=[C:4]([C:9]([N:11]2[CH2:16][CH2:15][CH:14]([C:17]3[CH:22]=[CH:21][C:20]([F:23])=[CH:19][CH:18]=3)[CH2:13][CH2:12]2)=[O:10])[CH:5]=[N:6][C:7]=1[SH:32], predict the reactants needed to synthesize it. The reactants are: [Cl:1][C:2]1[C:3]([NH:24][C:25]2[CH:30]=[CH:29][CH:28]=[C:27]([Cl:31])[CH:26]=2)=[C:4]([C:9]([N:11]2[CH2:16][CH2:15][CH:14]([C:17]3[CH:22]=[CH:21][C:20]([F:23])=[CH:19][CH:18]=3)[CH2:13][CH2:12]2)=[O:10])[CH:5]=[N:6][C:7]=1Cl.[SH2:32].[Na]. (7) Given the product [Br:21][CH2:3][CH2:2][CH2:1][C:4]([C:6]1[CH:11]=[CH:10][C:9]([C:12]([CH3:20])([CH3:13])[C:22]([OH:23])=[O:25])=[CH:8][CH:7]=1)=[O:5], predict the reactants needed to synthesize it. The reactants are: [CH:1]1([C:4]([C:6]2[CH:11]=[CH:10][C:9]([C:12]([CH3:20])(C)[C:13](N(C)OC)=O)=[CH:8][CH:7]=2)=[O:5])[CH2:3][CH2:2]1.[BrH:21].[C:22](=[O:25])([O-])[OH:23].[Na+]. (8) Given the product [F:26][C:2]([F:1])([F:25])[C:3]1[CH:4]=[C:5]([N:9]([C:13]2[CH:18]=[CH:17][C:16]([NH:19][C:27](=[O:29])[CH3:28])=[CH:15][C:14]=2[C:20]2[NH:24][N:23]=[N:22][N:21]=2)[C:10]([NH2:12])=[O:11])[CH:6]=[CH:7][CH:8]=1, predict the reactants needed to synthesize it. The reactants are: [F:1][C:2]([F:26])([F:25])[C:3]1[CH:4]=[C:5]([N:9]([C:13]2[CH:18]=[CH:17][C:16]([NH2:19])=[CH:15][C:14]=2[C:20]2[NH:24][N:23]=[N:22][N:21]=2)[C:10]([NH2:12])=[O:11])[CH:6]=[CH:7][CH:8]=1.[C:27](OC(=O)C)(=[O:29])[CH3:28].